Task: Predict the reaction yield, written as a fraction of the theoretical maximum amount of product (1.0 means a 100% yield; for example, 0.34 means a 34% yield).. Dataset: Reaction yield outcomes from USPTO patents with 853,638 reactions (1) The reactants are F[C:2]1[CH:7]=[CH:6][C:5]([C:8](=[O:14])[CH2:9][CH2:10][C:11]([OH:13])=[O:12])=[CH:4][CH:3]=1.[C:15]1([SH:21])[CH:20]=[CH:19][CH:18]=[CH:17][CH:16]=1.C(=O)([O-])[O-].[K+].[K+].CS(C)=O. The catalyst is O. The product is [O:14]=[C:8]([C:5]1[CH:6]=[CH:7][C:2]([S:21][C:15]2[CH:20]=[CH:19][CH:18]=[CH:17][CH:16]=2)=[CH:3][CH:4]=1)[CH2:9][CH2:10][C:11]([OH:13])=[O:12]. The yield is 0.755. (2) The reactants are [N+:1]([O-:4])(O)=[O:2].[Cl:5][C:6]1[CH:11]=[CH:10][CH:9]=[C:8]([C:12]2[C:17]([Cl:18])=[CH:16][C:15]([C:19]([F:22])([F:21])[F:20])=[CH:14][C:13]=2[Cl:23])[CH:7]=1. No catalyst specified. The product is [Cl:5][C:6]1[CH:7]=[C:8]([C:12]2[C:13]([Cl:23])=[CH:14][C:15]([C:19]([F:22])([F:20])[F:21])=[CH:16][C:17]=2[Cl:18])[CH:9]=[CH:10][C:11]=1[N+:1]([O-:4])=[O:2]. The yield is 0.526. (3) The reactants are Br[C:2]1[CH:11]=[C:10]([O:12][C:13]([F:16])([F:15])[F:14])[C:5]2[N:6]=[C:7]([NH2:9])[S:8][C:4]=2[CH:3]=1.C(N(CC)CC)C. The catalyst is [Pd].C(O)C. The product is [F:16][C:13]([F:14])([F:15])[O:12][C:10]1[C:5]2[N:6]=[C:7]([NH2:9])[S:8][C:4]=2[CH:3]=[CH:2][CH:11]=1. The yield is 0.730. (4) The yield is 0.840. The reactants are [N+:1]([C:4]1[CH:23]=[CH:22][C:7]([O:8][C:9]2[N:14]=[CH:13][N:12]=[C:11]([NH:15][C:16]3[CH:21]=[CH:20][CH:19]=[CH:18][CH:17]=3)[CH:10]=2)=[CH:6][CH:5]=1)([O-])=O.[Cl-].[NH4+].C(O)C.O. The catalyst is C(OCC)(=O)C.CCCCCC.[Fe]. The product is [NH2:1][C:4]1[CH:23]=[CH:22][C:7]([O:8][C:9]2[N:14]=[CH:13][N:12]=[C:11]([NH:15][C:16]3[CH:21]=[CH:20][CH:19]=[CH:18][CH:17]=3)[CH:10]=2)=[CH:6][CH:5]=1. (5) The reactants are [F:1][C:2]1[CH:9]=[C:8]([I:10])[CH:7]=[CH:6][C:3]=1[CH2:4]Br.O.[C-:12]#[N:13].[Na+]. The catalyst is C(O)C. The product is [F:1][C:2]1[CH:9]=[C:8]([I:10])[CH:7]=[CH:6][C:3]=1[CH2:4][C:12]#[N:13]. The yield is 0.960. (6) The reactants are [H-].[Na+].[C:3]([C:7]1[O:11][N:10]=[C:9]([NH:12][C:13]([NH:15][C:16]2[CH:21]=[CH:20][CH:19]=[C:18]([SH:22])[CH:17]=2)=[O:14])[CH:8]=1)([CH3:6])([CH3:5])[CH3:4].Cl[C:24]1[C:33]2[C:28](=[CH:29][C:30]([O:42][CH3:43])=[C:31]([O:34][CH2:35][CH2:36][CH2:37][S:38]([CH3:41])(=[O:40])=[O:39])[CH:32]=2)[N:27]=[CH:26][N:25]=1. The catalyst is O1CCCC1.C(OCC)(=O)C.O. The product is [C:3]([C:7]1[O:11][N:10]=[C:9]([NH:12][C:13]([NH:15][C:16]2[CH:21]=[CH:20][CH:19]=[C:18]([S:22][C:24]3[C:33]4[C:28](=[CH:29][C:30]([O:42][CH3:43])=[C:31]([O:34][CH2:35][CH2:36][CH2:37][S:38]([CH3:41])(=[O:39])=[O:40])[CH:32]=4)[N:27]=[CH:26][N:25]=3)[CH:17]=2)=[O:14])[CH:8]=1)([CH3:6])([CH3:4])[CH3:5]. The yield is 0.0400. (7) The reactants are FC(F)(F)C1C=C(NC(=O)NC2C=CC(C3SC(CCC(OC)=O)=NC=3)=CC=2)C=CC=1.[NH2:32][C:33]1[CH:38]=[CH:37][C:36]([C:39]2[N:43]=[C:42]([CH2:44][CH2:45][CH2:46][C:47]([O:49][CH3:50])=[O:48])[O:41][N:40]=2)=[CH:35][CH:34]=1.[Cl:51][C:52]1[CH:57]=[CH:56][C:55]([N:58]=[C:59]=[O:60])=[C:54]([O:61][C:62]2[CH:67]=[CH:66][CH:65]=[CH:64][CH:63]=2)[CH:53]=1. No catalyst specified. The product is [Cl:51][C:52]1[CH:57]=[CH:56][C:55]([NH:58][C:59](=[O:60])[NH:32][C:33]2[CH:34]=[CH:35][C:36]([C:39]3[N:43]=[C:42]([CH2:44][CH2:45][CH2:46][C:47]([O:49][CH3:50])=[O:48])[O:41][N:40]=3)=[CH:37][CH:38]=2)=[C:54]([O:61][C:62]2[CH:63]=[CH:64][CH:65]=[CH:66][CH:67]=2)[CH:53]=1. The yield is 0.450.